This data is from Reaction yield outcomes from USPTO patents with 853,638 reactions. The task is: Predict the reaction yield, written as a fraction of the theoretical maximum amount of product (1.0 means a 100% yield; for example, 0.34 means a 34% yield). The reactants are [N:1]1([C:10]([O:12][CH2:13][C:14]2[CH:19]=[CH:18][CH:17]=[CH:16][CH:15]=2)=[O:11])[CH2:9][C@H:7]([OH:8])[CH2:6][C@H:2]1[C:3]([OH:5])=[O:4].C1CCN2C(=NCCC2)CC1.[Si:31](Cl)([C:34]([CH3:37])([CH3:36])[CH3:35])([CH3:33])[CH3:32]. The catalyst is CN(C=O)C. The product is [CH2:13]([O:12][C:10]([N:1]1[CH2:9][CH:7]([O:8][Si:31]([C:34]([CH3:37])([CH3:36])[CH3:35])([CH3:33])[CH3:32])[CH2:6][CH:2]1[C:3]([OH:5])=[O:4])=[O:11])[C:14]1[CH:19]=[CH:18][CH:17]=[CH:16][CH:15]=1. The yield is 0.960.